This data is from Forward reaction prediction with 1.9M reactions from USPTO patents (1976-2016). The task is: Predict the product of the given reaction. Given the reactants [CH:1]1([N:5]2[CH2:10][CH2:9][CH:8]([O:11][C:12]3[CH:17]=[CH:16][C:15]([N:18]4[CH:22]=[CH:21][C:20]([C:23](O)=[O:24])=[CH:19]4)=[CH:14][CH:13]=3)[CH2:7][CH2:6]2)[CH2:4][CH2:3][CH2:2]1.Cl.CN(C)CCCN=[C:33]=[N:34][CH2:35][CH3:36].O.ON1C2C=CC=CC=2N=N1.N1CC1, predict the reaction product. The product is: [N:34]1([C:23]([C:20]2[CH:21]=[CH:22][N:18]([C:15]3[CH:14]=[CH:13][C:12]([O:11][CH:8]4[CH2:7][CH2:6][N:5]([CH:1]5[CH2:2][CH2:3][CH2:4]5)[CH2:10][CH2:9]4)=[CH:17][CH:16]=3)[CH:19]=2)=[O:24])[CH2:33][CH2:36][CH2:35]1.